Dataset: Full USPTO retrosynthesis dataset with 1.9M reactions from patents (1976-2016). Task: Predict the reactants needed to synthesize the given product. (1) Given the product [CH3:38][N:35]1[CH2:36][CH2:37][N:32]([CH2:31][CH2:30][O:14][N:13]=[C:8]2[CH2:7][CH:6]([C:15]3[CH:20]=[CH:19][CH:18]=[CH:17][C:16]=3[C:21]3[CH:26]=[CH:25][CH:24]=[CH:23][CH:22]=3)[CH2:5][C:4]3[N:3]=[C:2]([NH2:1])[N:11]=[C:10]([CH3:12])[C:9]2=3)[CH2:33][CH2:34]1, predict the reactants needed to synthesize it. The reactants are: [NH2:1][C:2]1[N:11]=[C:10]([CH3:12])[C:9]2[C:8](=[N:13][OH:14])[CH2:7][CH:6]([C:15]3[CH:20]=[CH:19][CH:18]=[CH:17][C:16]=3[C:21]3[CH:26]=[CH:25][CH:24]=[CH:23][CH:22]=3)[CH2:5][C:4]=2[N:3]=1.Cl.Cl.Cl[CH2:30][CH2:31][N:32]1[CH2:37][CH2:36][N:35]([CH3:38])[CH2:34][CH2:33]1.[H-].[Na+].CN(C)CCCON=C1CC(C2C=C(F)C=CC=2C2C=CC=CC=2)CC2N=C(N)N=C(C)C1=2. (2) The reactants are: Cl.[CH3:2][C:3]1[C:33]([O:34]C(=O)C)=[CH:32][CH:31]=[CH:30][C:4]=1[C:5]([NH:7][C:8]1[CH:9]=[N:10][C:11]([NH:14][C:15]2[CH:20]=[CH:19][C:18]([C:21]([N:23]3[CH2:28][CH2:27][N:26]([CH3:29])[CH2:25][CH2:24]3)=[O:22])=[CH:17][CH:16]=2)=[N:12][CH:13]=1)=[O:6].C[O-].[Na+]. Given the product [CH3:2][C:3]1[C:33]([OH:34])=[CH:32][CH:31]=[CH:30][C:4]=1[C:5]([NH:7][C:8]1[CH:9]=[N:10][C:11]([NH:14][C:15]2[CH:16]=[CH:17][C:18]([C:21]([N:23]3[CH2:28][CH2:27][N:26]([CH3:29])[CH2:25][CH2:24]3)=[O:22])=[CH:19][CH:20]=2)=[N:12][CH:13]=1)=[O:6], predict the reactants needed to synthesize it.